Dataset: Full USPTO retrosynthesis dataset with 1.9M reactions from patents (1976-2016). Task: Predict the reactants needed to synthesize the given product. (1) The reactants are: CC(C1C=C(C(C)C)C(C2C=CC=CC=2P(C2CCCCC2)C2CCCCC2)=C(C(C)C)C=1)C.[C:35]([O:43][CH2:44][C:45]1[O:49][N:48]=[C:47]([CH3:50])[C:46]=1Br)(=[O:42])[C:36]1[CH:41]=[CH:40][CH:39]=[CH:38][CH:37]=1.CCN(CC)CC.[CH3:59][C:60]1([CH3:67])[C:64]([CH3:66])([CH3:65])[O:63][BH:62][O:61]1. Given the product [C:35]([O:43][CH2:44][C:45]1[O:49][N:48]=[C:47]([CH3:50])[C:46]=1[B:62]1[O:63][C:64]([CH3:66])([CH3:65])[C:60]([CH3:67])([CH3:59])[O:61]1)(=[O:42])[C:36]1[CH:41]=[CH:40][CH:39]=[CH:38][CH:37]=1, predict the reactants needed to synthesize it. (2) Given the product [CH2:9]([O:16][C:17]1[C:18]2[N:19]([C:23]([I:1])=[CH:24][N:25]=2)[CH:20]=[CH:21][CH:22]=1)[C:10]1[CH:11]=[CH:12][CH:13]=[CH:14][CH:15]=1, predict the reactants needed to synthesize it. The reactants are: [I:1]N1C(=O)CCC1=O.[CH2:9]([O:16][C:17]1[C:18]2[N:19]([CH:23]=[CH:24][N:25]=2)[CH:20]=[CH:21][CH:22]=1)[C:10]1[CH:15]=[CH:14][CH:13]=[CH:12][CH:11]=1.